Dataset: Full USPTO retrosynthesis dataset with 1.9M reactions from patents (1976-2016). Task: Predict the reactants needed to synthesize the given product. (1) Given the product [CH3:18][N:19]([C:2]1[CH:7]=[C:6]([C:8]2[NH:16][C:15]3[CH2:14][CH2:13][NH:12][C:11](=[O:17])[C:10]=3[CH:9]=2)[CH:5]=[CH:4][N:3]=1)[NH2:20], predict the reactants needed to synthesize it. The reactants are: Cl[C:2]1[CH:7]=[C:6]([C:8]2[NH:16][C:15]3[CH2:14][CH2:13][NH:12][C:11](=[O:17])[C:10]=3[CH:9]=2)[CH:5]=[CH:4][N:3]=1.[CH3:18][NH:19][NH2:20]. (2) Given the product [CH3:37][N:38]([CH3:39])[CH2:33][C:34]([N:4]1[C:5]2[C:10](=[CH:9][CH:8]=[C:7]([N:11]3[C:15](=[O:16])[C:14]([CH3:17])([CH3:18])[N:13]([CH2:19][C:20]4[C:29]5[C:24](=[CH:25][CH:26]=[CH:27][CH:28]=5)[N:23]=[CH:22][CH:21]=4)[C:12]3=[O:30])[CH:6]=2)[C:2]([CH3:31])([CH3:1])[CH2:3]1)=[O:35], predict the reactants needed to synthesize it. The reactants are: [CH3:1][C:2]1([CH3:31])[C:10]2[C:5](=[CH:6][C:7]([N:11]3[C:15](=[O:16])[C:14]([CH3:18])([CH3:17])[N:13]([CH2:19][C:20]4[C:29]5[C:24](=[CH:25][CH:26]=[CH:27][CH:28]=5)[N:23]=[CH:22][CH:21]=4)[C:12]3=[O:30])=[CH:8][CH:9]=2)[NH:4][CH2:3]1.Cl[CH2:33][C:34](Cl)=[O:35].[CH3:37][NH:38][CH3:39]. (3) Given the product [F:16][C:17]1[CH:18]=[CH:19][C:20]2=[C:21]([CH:37]=1)[O:22][CH2:23][C:24]1[CH:34]=[C:33]([CH:35]([OH:36])[C:2]3[N:6]4[CH:7]=[CH:8][C:9]([C:11]([F:14])([F:13])[F:12])=[CH:10][C:5]4=[N:4][C:3]=3[CH3:15])[CH:32]=[CH:31][C:25]=1/[C:26]/2=[C:27](/[CH3:30])\[C:28]#[N:29], predict the reactants needed to synthesize it. The reactants are: I[C:2]1[N:6]2[CH:7]=[CH:8][C:9]([C:11]([F:14])([F:13])[F:12])=[CH:10][C:5]2=[N:4][C:3]=1[CH3:15].[F:16][C:17]1[CH:18]=[CH:19][C:20]2=[C:21]([CH:37]=1)[O:22][CH2:23][C:24]1[CH:34]=[C:33]([CH:35]=[O:36])[CH:32]=[CH:31][C:25]=1/[C:26]/2=[C:27](/[CH3:30])\[C:28]#[N:29].